This data is from Full USPTO retrosynthesis dataset with 1.9M reactions from patents (1976-2016). The task is: Predict the reactants needed to synthesize the given product. (1) Given the product [CH3:8][O:9][CH2:10][CH2:11][N:12]1[CH:6]([C:2]2[S:1][CH:5]=[CH:4][CH:3]=2)[CH:14]([C:13]([NH:31][C:28]2[CH:27]=[C:26]([CH3:25])[O:30][N:29]=2)=[O:24])[C:15]2[C:16](=[CH:20][CH:21]=[CH:22][CH:23]=2)[C:17]1=[O:19], predict the reactants needed to synthesize it. The reactants are: [S:1]1[CH:5]=[CH:4][CH:3]=[C:2]1[CH:6]=O.[CH3:8][O:9][CH2:10][CH2:11][NH2:12].[C:13]1(=[O:24])[O:19][C:17](=O)[C:16]2=[CH:20][CH:21]=[CH:22][CH:23]=[C:15]2[CH2:14]1.[CH3:25][C:26]1[O:30][N:29]=[C:28]([NH2:31])[CH:27]=1. (2) Given the product [CH2:14]([O:13][C:12]1[C:11](=[O:21])[N:10]=[C:9]([CH2:22][C:23]2([C:28]3[C:37]4[C:32](=[CH:33][CH:34]=[CH:35][CH:36]=4)[CH:31]=[CH:30][CH:29]=3)[CH2:27][CH2:26][CH2:25][CH2:24]2)[N:8]2[CH2:2][CH2:3][N:4]([CH3:38])[C:5](=[O:6])[C:7]=12)[C:15]1[CH:20]=[CH:19][CH:18]=[CH:17][CH:16]=1, predict the reactants needed to synthesize it. The reactants are: O[CH2:2][CH2:3][N:4]([CH3:38])[C:5]([C:7]1[C:12]([O:13][CH2:14][C:15]2[CH:20]=[CH:19][CH:18]=[CH:17][CH:16]=2)=[C:11]([OH:21])[N:10]=[C:9]([CH2:22][C:23]2([C:28]3[C:37]4[C:32](=[CH:33][CH:34]=[CH:35][CH:36]=4)[CH:31]=[CH:30][CH:29]=3)[CH2:27][CH2:26][CH2:25][CH2:24]2)[N:8]=1)=[O:6].C1(P(C2C=CC=CC=2)C2C=CC=CC=2)C=CC=CC=1.N(C(OC(C)C)=O)=NC(OC(C)C)=O.CO. (3) Given the product [O:21]1[C:20]2[CH:24]=[CH:25][C:17]([NH:14][C:15]3[O:7][C:6]([C:5]4[CH:10]=[CH:11][CH:12]=[CH:13][C:4]=4[N+:1]([O-:3])=[O:2])=[N:8][N:9]=3)=[CH:18][C:19]=2[O:23][CH2:22]1, predict the reactants needed to synthesize it. The reactants are: [N+:1]([C:4]1[CH:13]=[CH:12][CH:11]=[CH:10][C:5]=1[C:6]([NH:8][NH2:9])=[O:7])([O-:3])=[O:2].[N:14]([C:17]1[CH:25]=[CH:24][C:20]2[O:21][CH2:22][O:23][C:19]=2[CH:18]=1)=[C:15]=S.C1CCC(N=C=NC2CCCCC2)CC1. (4) Given the product [O:19]=[C:18]1[C:12]([C:13]([O:15][CH2:16][CH3:17])=[O:14])=[N:9][NH:8][C:7]([C:6]2[CH:5]=[CH:4][N:3]=[CH:2][CH:1]=2)=[N:10]1, predict the reactants needed to synthesize it. The reactants are: [CH:1]1[C:6]([C:7]([NH2:10])=[N:8][NH2:9])=[CH:5][CH:4]=[N:3][CH:2]=1.O=[C:12]([C:18](OCC)=[O:19])[C:13]([O:15][CH2:16][CH3:17])=[O:14]. (5) Given the product [Si:29]([O:10][CH:6]1[CH2:5][CH:4]([C:11]2[CH:16]=[CH:15][N:14]=[CH:13][C:12]=2[N+:17]([O-:19])=[O:18])[O:3][CH:2]([CH3:1])[C:7]1([CH3:9])[OH:8])([C:25]([CH3:28])([CH3:27])[CH3:26])([CH3:31])[CH3:30], predict the reactants needed to synthesize it. The reactants are: [CH3:1][CH:2]1[C:7]([CH3:9])([OH:8])[CH:6]([OH:10])[CH2:5][CH:4]([C:11]2[CH:16]=[CH:15][N:14]=[CH:13][C:12]=2[N+:17]([O-:19])=[O:18])[O:3]1.N1C=CN=C1.[C:25]([Si:29](Cl)([CH3:31])[CH3:30])([CH3:28])([CH3:27])[CH3:26].O. (6) Given the product [CH3:1][N:2]1[C:6]([CH2:7][CH2:8][C:9]2[CH:10]=[CH:11][C:12]([C:15]([F:16])([F:17])[F:18])=[CH:13][CH:14]=2)=[C:5]([C:19]([OH:21])=[O:20])[CH:4]=[N:3]1, predict the reactants needed to synthesize it. The reactants are: [CH3:1][N:2]1[C:6]([CH2:7][CH2:8][C:9]2[CH:14]=[CH:13][C:12]([C:15]([F:18])([F:17])[F:16])=[CH:11][CH:10]=2)=[C:5]([C:19]([O:21]CC)=[O:20])[CH:4]=[N:3]1.[OH-].[K+]. (7) Given the product [CH3:14][C:15]1[CH:16]=[C:17]([CH3:41])[C:18]2[O:22][C:21]([NH:23][C:24]3[CH:29]=[CH:28][C:27]([C:2]4[C:10]5[C:9]([NH2:11])=[N:8][C:7]([NH2:12])=[N:6][C:5]=5[N:4]([CH3:13])[CH:3]=4)=[CH:26][C:25]=3[F:39])=[N:20][C:19]=2[CH:40]=1, predict the reactants needed to synthesize it. The reactants are: I[C:2]1[C:10]2[C:9]([NH2:11])=[N:8][C:7]([NH2:12])=[N:6][C:5]=2[N:4]([CH3:13])[CH:3]=1.[CH3:14][C:15]1[CH:16]=[C:17]([CH3:41])[C:18]2[O:22][C:21]([NH:23][C:24]3[CH:29]=[CH:28][C:27](B4OC(C)(C)C(C)(C)O4)=[CH:26][C:25]=3[F:39])=[N:20][C:19]=2[CH:40]=1. (8) Given the product [Cl:19][C:16]1[CH:17]=[CH:18][C:13]([CH2:11][N:10]2[C:9]3[C:4](=[CH:5][C:6]([O:20][CH3:21])=[CH:7][CH:8]=3)[C:3]([CH2:22][CH2:23][OH:24])=[C:2]2[CH3:1])=[CH:14][CH:15]=1, predict the reactants needed to synthesize it. The reactants are: [CH3:1][C:2]1[N:10]([C:11]([C:13]2[CH:14]=[CH:15][C:16]([Cl:19])=[CH:17][CH:18]=2)=O)[C:9]2[CH:8]=[CH:7][C:6]([O:20][CH3:21])=[CH:5][C:4]=2[C:3]=1[CH2:22][C:23](O)=[O:24].B(F)(F)F.CCOCC.[BH4-].[Na+].